This data is from Forward reaction prediction with 1.9M reactions from USPTO patents (1976-2016). The task is: Predict the product of the given reaction. (1) Given the reactants Br[C:2]1[C:3]2[C:4]3[CH:17]=[CH:16][S:15][C:5]=3[C:6](=[O:14])[NH:7][C:8]=2[CH:9]=[CH:10][C:11]=1[O:12][CH3:13].[CH3:18][S:19]([NH:22][C:23]1[CH:28]=[CH:27][C:26](B(O)O)=[CH:25][CH:24]=1)(=[O:21])=[O:20], predict the reaction product. The product is: [CH3:13][O:12][C:11]1[CH:10]=[CH:9][C:8]2[NH:7][C:6](=[O:14])[C:5]3[S:15][CH:16]=[CH:17][C:4]=3[C:3]=2[C:2]=1[C:26]1[CH:25]=[CH:24][C:23]([NH:22][S:19]([CH3:18])(=[O:20])=[O:21])=[CH:28][CH:27]=1. (2) Given the reactants C(N=C=NCCCN(C)C)C.OC1C2N=NNC=2C=CC=1.[C:22]1([C:28]2[N:29]=[CH:30][N:31]([C:33]3[C:38]([C:39]([OH:41])=O)=[CH:37][CH:36]=[CH:35][N:34]=3)[CH:32]=2)[CH:27]=[CH:26][CH:25]=[CH:24][CH:23]=1.Cl.[NH2:43][CH:44]([CH2:50][C:51]1[CH:56]=[CH:55][CH:54]=[CH:53][CH:52]=1)[CH:45]([OH:49])[C:46]([NH2:48])=[O:47].C([O-])(O)=O.[Na+], predict the reaction product. The product is: [NH2:48][C:46](=[O:47])[CH:45]([OH:49])[CH:44]([NH:43][C:39]([C:38]1[C:33]([N:31]2[CH:32]=[C:28]([C:22]3[CH:23]=[CH:24][CH:25]=[CH:26][CH:27]=3)[N:29]=[CH:30]2)=[N:34][CH:35]=[CH:36][CH:37]=1)=[O:41])[CH2:50][C:51]1[CH:52]=[CH:53][CH:54]=[CH:55][CH:56]=1. (3) Given the reactants [C:1]([C:3]1[C:4]([N+:23]([O-])=O)=[CH:5][C:6]([O:21][CH3:22])=[C:7]([CH:20]=1)[O:8][CH:9]1[CH2:14][CH2:13][N:12]([CH2:15][C:16]([NH:18][CH3:19])=[O:17])[CH2:11][CH2:10]1)#[N:2].S(S([O-])=O)([O-])=O.[Na+].[Na+].Cl.[OH-].[Na+].CC1CCCO1, predict the reaction product. The product is: [NH2:23][C:4]1[C:3]([C:1]#[N:2])=[CH:20][C:7]([O:8][CH:9]2[CH2:10][CH2:11][N:12]([CH2:15][C:16]([NH:18][CH3:19])=[O:17])[CH2:13][CH2:14]2)=[C:6]([O:21][CH3:22])[CH:5]=1. (4) Given the reactants Br[C:2]1[C:3]([O:13][CH3:14])=[C:4]([C:10](=[O:12])[CH3:11])[CH:5]=[C:6]([Cl:9])[C:7]=1[CH3:8].[CH3:15][S:16]([C:19]1[CH:20]=[C:21](B(O)O)[CH:22]=[N:23][CH:24]=1)(=[O:18])=[O:17].C(=O)([O-])[O-].[Na+].[Na+], predict the reaction product. The product is: [Cl:9][C:6]1[C:7]([CH3:8])=[C:2]([C:21]2[CH:22]=[N:23][CH:24]=[C:19]([S:16]([CH3:15])(=[O:18])=[O:17])[CH:20]=2)[C:3]([O:13][CH3:14])=[C:4]([C:10](=[O:12])[CH3:11])[CH:5]=1. (5) Given the reactants [C:1]([O:5][C:6]([NH:8][C@H:9]([C:12]([OH:14])=[O:13])[CH2:10][OH:11])=[O:7])([CH3:4])([CH3:3])[CH3:2].[H-].[Na+].Br[CH2:18][CH3:19].Cl, predict the reaction product. The product is: [C:1]([O:5][C:6]([NH:8][C@H:9]([C:12]([OH:14])=[O:13])[CH2:10][O:11][CH2:18][CH3:19])=[O:7])([CH3:4])([CH3:2])[CH3:3]. (6) Given the reactants [Si:1]([O:8][C@H:9]1[CH2:18][C:17]([CH3:20])([CH3:19])[CH2:16][C:15]2[N:14]=[C:13]([CH:21]([CH3:23])[CH3:22])[C:12]([CH:24]=[O:25])=[C:11](I)[C:10]1=2)([C:4]([CH3:7])([CH3:6])[CH3:5])([CH3:3])[CH3:2].[F:27][C:28]1([F:43])[CH2:33][CH2:32][C:31](B2OC(C)(C)C(C)(C)O2)=[CH:30][CH2:29]1, predict the reaction product. The product is: [Si:1]([O:8][C@H:9]1[CH2:18][C:17]([CH3:20])([CH3:19])[CH2:16][C:15]2[N:14]=[C:13]([CH:21]([CH3:23])[CH3:22])[C:12]([CH:24]=[O:25])=[C:11]([C:31]3[CH2:32][CH2:33][C:28]([F:43])([F:27])[CH2:29][CH:30]=3)[C:10]1=2)([C:4]([CH3:7])([CH3:6])[CH3:5])([CH3:3])[CH3:2]. (7) Given the reactants [C:1]1([C:10]2[CH:15]=[CH:14][CH:13]=[CH:12][CH:11]=2)[CH:6]=[CH:5][C:4](B(O)O)=[CH:3][CH:2]=1.[CH3:16][C:17]1[CH:21]=[C:20]([C:22]([O:24][CH2:25][CH3:26])=[O:23])[NH:19][N:18]=1.N1C=CC=CC=1, predict the reaction product. The product is: [CH3:16][C:17]1[CH:21]=[C:20]([C:22]([O:24][CH2:25][CH3:26])=[O:23])[N:19]([C:4]2[CH:5]=[CH:6][C:1]([C:10]3[CH:15]=[CH:14][CH:13]=[CH:12][CH:11]=3)=[CH:2][CH:3]=2)[N:18]=1. (8) The product is: [NH:8]1[CH2:14][CH2:13][CH2:12][CH:11]([NH:15][C:16]([C@@H:17]([NH:22][C:23]([C:25]2[N:26]([CH3:34])[C:27]3[C:32]([CH:33]=2)=[CH:31][CH:30]=[CH:29][CH:28]=3)=[O:24])[CH2:18][CH:19]([CH3:21])[CH3:20])=[O:35])[CH2:10][CH2:9]1. Given the reactants C(OC([N:8]1[CH2:14][CH2:13][CH2:12][CH:11]([NH:15][C:16](=[O:35])[C@@H:17]([NH:22][C:23]([C:25]2[N:26]([CH3:34])[C:27]3[C:32]([CH:33]=2)=[CH:31][CH:30]=[CH:29][CH:28]=3)=[O:24])[CH2:18][CH:19]([CH3:21])[CH3:20])[CH2:10][CH2:9]1)=O)(C)(C)C.FC(F)(F)C(O)=O, predict the reaction product. (9) Given the reactants C/C(/CCC=C(C)C)=C\CN1C(=O)C2N=CN([C@H]3C[C@H](O)[C@@H](CO)O3)C=2N=C1.[CH3:29][O:30][C:31]1[CH:36]=[CH:35][C:34]([C:37]([C:77]2[CH:82]=[CH:81][C:80]([O:83][CH3:84])=[CH:79][CH:78]=2)([C:71]2[CH:76]=[CH:75][CH:74]=[CH:73][CH:72]=2)[O:38][CH2:39][C@H:40]2[O:44][C@@H:43]([N:45]3[CH:53]=[N:52][C:51]4[C:50](=[O:54])[N:49]([CH2:55]/[CH:56]=[C:57](\[CH3:69])/[CH2:58][CH2:59]/[CH:60]=[C:61](\[CH3:68])/[CH2:62]CC=C(C)C)[CH:48]=[N:47][C:46]3=4)[CH2:42][C@@H:41]2[OH:70])=[CH:33][CH:32]=1.C(Cl)(Cl)Cl.CO, predict the reaction product. The product is: [CH3:29][O:30][C:31]1[CH:36]=[CH:35][C:34]([C:37]([C:77]2[CH:78]=[CH:79][C:80]([O:83][CH3:84])=[CH:81][CH:82]=2)([C:71]2[CH:76]=[CH:75][CH:74]=[CH:73][CH:72]=2)[O:38][CH2:39][C@H:40]2[O:44][C@@H:43]([N:45]3[CH:53]=[N:52][C:51]4[C:50](=[O:54])[N:49]([CH2:55]/[CH:56]=[C:57](\[CH3:69])/[CH2:58][CH2:59][CH:60]=[C:61]([CH3:68])[CH3:62])[CH:48]=[N:47][C:46]3=4)[CH2:42][C@@H:41]2[OH:70])=[CH:33][CH:32]=1. (10) Given the reactants [C:1]([C:3]1[CH:8]=[CH:7][C:6]([C:9]2[N:10]=[C:11]([CH:14]([CH3:31])[C:15]([C:23]3[CH:28]=[CH:27][C:26]([F:29])=[CH:25][C:24]=3[F:30])([OH:22])[CH2:16][N:17]3[CH:21]=[N:20][CH:19]=[N:18]3)[S:12][CH:13]=2)=[CH:5][CH:4]=1)#[N:2].N1C=NN=N1.C(N(C(C)C)[P:41]([O:50][CH2:51][C:52]1[CH:57]=[CH:56][CH:55]=[CH:54][CH:53]=1)[O:42][CH2:43][C:44]1[CH:49]=[CH:48][CH:47]=[CH:46][CH:45]=1)(C)C.[OH:61]O, predict the reaction product. The product is: [P:41]([O:22][C:15]([C:23]1[CH:28]=[CH:27][C:26]([F:29])=[CH:25][C:24]=1[F:30])([CH:14]([C:11]1[S:12][CH:13]=[C:9]([C:6]2[CH:7]=[CH:8][C:3]([C:1]#[N:2])=[CH:4][CH:5]=2)[N:10]=1)[CH3:31])[CH2:16][N:17]1[CH:21]=[N:20][CH:19]=[N:18]1)([O:42][CH2:43][C:44]1[CH:45]=[CH:46][CH:47]=[CH:48][CH:49]=1)([O:50][CH2:51][C:52]1[CH:53]=[CH:54][CH:55]=[CH:56][CH:57]=1)=[O:61].